This data is from Reaction yield outcomes from USPTO patents with 853,638 reactions. The task is: Predict the reaction yield, written as a fraction of the theoretical maximum amount of product (1.0 means a 100% yield; for example, 0.34 means a 34% yield). (1) The reactants are [Cl:1][C:2]1[N:7]=[C:6]([C:8]([O:10][CH3:11])=[O:9])[CH:5]=[CH:4][C:3]=1[OH:12].[H-].[Na+].CS(O[CH2:20][CH:21]1[CH2:24][C:23]([F:26])([F:25])[CH2:22]1)(=O)=O.O. The catalyst is CN(C=O)C. The product is [Cl:1][C:2]1[N:7]=[C:6]([C:8]([O:10][CH3:11])=[O:9])[CH:5]=[CH:4][C:3]=1[O:12][CH2:20][CH:21]1[CH2:24][C:23]([F:26])([F:25])[CH2:22]1. The yield is 0.494. (2) The reactants are [Br:1][C:2]1[CH:12]=[CH:11][C:5]([C:6]([O:8][CH2:9][CH3:10])=[O:7])=[CH:4][C:3]=1[OH:13].C(=O)([O-])[O-].[K+].[K+].I[CH2:21][CH3:22]. The catalyst is CN(C=O)C. The product is [Br:1][C:2]1[CH:12]=[CH:11][C:5]([C:6]([O:8][CH2:9][CH3:10])=[O:7])=[CH:4][C:3]=1[O:13][CH2:21][CH3:22]. The yield is 0.620. (3) The reactants are Br[C:2]1[CH:15]=[CH:14][C:13]2[C:4](=[C:5]([C:22]3[CH:27]=[CH:26][CH:25]=[CH:24][CH:23]=3)[C:6]3[C:11]([C:12]=2[C:16]2[CH:21]=[CH:20][CH:19]=[CH:18][CH:17]=2)=[CH:10][CH:9]=[CH:8][CH:7]=3)[CH:3]=1.[Cl:28][C:29]1[CH:34]=[CH:33][C:32](B(O)O)=[CH:31][CH:30]=1.C(=O)([O-])[O-].[Na+].[Na+]. The catalyst is C1C=CC([P]([Pd]([P](C2C=CC=CC=2)(C2C=CC=CC=2)C2C=CC=CC=2)([P](C2C=CC=CC=2)(C2C=CC=CC=2)C2C=CC=CC=2)[P](C2C=CC=CC=2)(C2C=CC=CC=2)C2C=CC=CC=2)(C2C=CC=CC=2)C2C=CC=CC=2)=CC=1.COCCOC. The product is [Cl:28][C:29]1[CH:34]=[CH:33][C:32]([C:2]2[CH:15]=[CH:14][C:13]3[C:4](=[C:5]([C:22]4[CH:23]=[CH:24][C:25]5[C:26](=[CH:22][CH:5]=[CH:6][CH:7]=5)[CH:27]=4)[C:6]4[C:11]([C:12]=3[C:16]3[CH:17]=[CH:18][C:19]5[C:20](=[CH:15][CH:2]=[CH:3][CH:4]=5)[CH:21]=3)=[CH:10][C:9]([C:32]3[CH:33]=[CH:34][C:29]([Cl:28])=[CH:30][CH:31]=3)=[CH:8][CH:7]=4)[CH:3]=2)=[CH:31][CH:30]=1. The yield is 0.860. (4) The reactants are CO[C:3]1[C:4]2[C:9]([N:10]=[C:11]3[C:16]=1[C:15]1[CH:17]=[CH:18][CH:19]=[CH:20][C:14]=1[CH2:13][CH2:12]3)=[CH:8][CH:7]=[CH:6][C:5]=2[C:21](OC)=[O:22].O.[NH2:26][NH2:27].C(OCC)(=O)C.O. The catalyst is CC(N(C)C)=O.[Cl-].[Na+].O. The product is [N:26]1[NH:27][C:21](=[O:22])[C:5]2[CH:6]=[CH:7][CH:8]=[C:9]3[C:4]=2[C:3]=1[C:16]1[C:15]2[CH:17]=[CH:18][CH:19]=[CH:20][C:14]=2[CH2:13][CH2:12][C:11]=1[NH:10]3. The yield is 0.390. (5) The reactants are CO[CH:3](OC)[CH2:4][CH:5](OC)OC.Cl.[Cl:13][C:14]1[CH:23]=[C:22]([F:24])[C:21]([NH:25][NH2:26])=[CH:20][C:15]=1[C:16]([O:18][CH3:19])=[O:17].[CH2:27](O)C. No catalyst specified. The product is [Cl:13][C:14]1[CH:23]=[C:22]([F:24])[C:21]([N:25]2[CH:5]=[CH:4][CH:3]=[N:26]2)=[CH:20][C:15]=1[C:16]([O:18][CH2:19][CH3:27])=[O:17].[Cl:13][C:14]1[CH:23]=[C:22]([F:24])[C:21]([N:25]2[CH:5]=[CH:4][CH:3]=[N:26]2)=[CH:20][C:15]=1[C:16]([O:18][CH3:19])=[O:17].[Cl:13][C:14]1[CH:23]=[C:22]([F:24])[C:21]([N:25]2[CH:5]=[CH:4][CH:3]=[N:26]2)=[CH:20][C:15]=1[C:16]([OH:18])=[O:17]. The yield is 0.0130. (6) The reactants are [C:1]([O:5][C:6](=[O:34])[C@@H:7]([CH:31]([CH3:33])[CH3:32])[N:8]([CH2:26][CH2:27][CH:28]([CH3:30])[CH3:29])[S:9]([C:12]1[CH:21]=[CH:20][C:19]2[C:14](=[CH:15][CH:16]=[C:17]([O:22]C(=O)C)[CH:18]=2)[CH:13]=1)(=[O:11])=[O:10])([CH3:4])([CH3:3])[CH3:2].C(=O)([O-])[O-].[K+].[K+]. The catalyst is C(O)C.O. The product is [C:1]([O:5][C:6](=[O:34])[C@@H:7]([CH:31]([CH3:33])[CH3:32])[N:8]([CH2:26][CH2:27][CH:28]([CH3:29])[CH3:30])[S:9]([C:12]1[CH:21]=[CH:20][C:19]2[C:14](=[CH:15][CH:16]=[C:17]([OH:22])[CH:18]=2)[CH:13]=1)(=[O:11])=[O:10])([CH3:3])([CH3:4])[CH3:2]. The yield is 0.850. (7) The reactants are [Cl:1][C:2]1[CH:7]=[CH:6][CH:5]=[C:4]([Cl:8])[C:3]=1[C:9]1[C:13]([CH2:14][O:15][C:16]2[CH:17]=[C:18]3[C:23](=[CH:24][CH:25]=2)[CH:22]=[C:21]([C:26]2[CH:27]=[C:28]([CH:30]=[CH:31][CH:32]=2)[NH2:29])[CH:20]=[CH:19]3)=[C:12]([CH:33]([CH3:35])[CH3:34])[O:11][N:10]=1.C(N(CC)CC)C.[F:43][C:44]([F:57])([F:56])[S:45](O[S:45]([C:44]([F:57])([F:56])[F:43])(=[O:47])=[O:46])(=[O:47])=[O:46].C(=O)([O-])O.[Na+]. The catalyst is ClCCl.C(OCC)(=O)C. The product is [Cl:8][C:4]1[CH:5]=[CH:6][CH:7]=[C:2]([Cl:1])[C:3]=1[C:9]1[C:13]([CH2:14][O:15][C:16]2[CH:17]=[C:18]3[C:23](=[CH:24][CH:25]=2)[CH:22]=[C:21]([C:26]2[CH:27]=[C:28]([N:29]([S:45]([C:44]([F:57])([F:56])[F:43])(=[O:47])=[O:46])[S:45]([C:44]([F:57])([F:56])[F:43])(=[O:47])=[O:46])[CH:30]=[CH:31][CH:32]=2)[CH:20]=[CH:19]3)=[C:12]([CH:33]([CH3:35])[CH3:34])[O:11][N:10]=1. The yield is 0.560. (8) The reactants are [C:1](Cl)(=[O:6])/[C:2](=[CH:4]/[CH3:5])/[CH3:3].[CH3:8][O:9][C:10]1[CH:15]=[CH:14][C:13]([O:16][CH3:17])=[CH:12][CH:11]=1.Cl. The catalyst is C(Cl)Cl. The product is [CH3:8][O:9][C:10]1[CH:15]=[CH:14][C:13]([O:16][CH3:17])=[C:12]2[C:11]=1[CH:4]([CH3:5])[CH:2]([CH3:3])[C:1]2=[O:6]. The yield is 0.120. (9) The reactants are [C:1]([O:5][C:6]([C:8]1[O:9][C:10]2[CH:17]=[CH:16][CH:15]=[C:14]([OH:18])[C:11]=2[C:12]=1[CH3:13])=[O:7])([CH3:4])([CH3:3])[CH3:2].C(N(CC)C(C)C)(C)C.ClCCl.[F:31][C:32]([F:45])([F:44])[S:33](O[S:33]([C:32]([F:45])([F:44])[F:31])(=[O:35])=[O:34])(=[O:35])=[O:34]. The catalyst is O. The product is [C:1]([O:5][C:6]([C:8]1[O:9][C:10]2[CH:17]=[CH:16][CH:15]=[C:14]([O:18][S:33]([C:32]([F:45])([F:44])[F:31])(=[O:35])=[O:34])[C:11]=2[C:12]=1[CH3:13])=[O:7])([CH3:4])([CH3:2])[CH3:3]. The yield is 0.950. (10) The reactants are Br[C:2]1[CH:3]=[C:4]2[C:9]([NH:10][C@H:11]3[C@@H:15]([CH2:16][CH3:17])[CH2:14][N:13]([C:18]([O:20][C:21]([CH3:24])([CH3:23])[CH3:22])=[O:19])[CH2:12]3)=[C:8]([C:25](=[O:27])[NH2:26])[CH:7]=[N:6][N:5]2[CH:28]=1.[CH:29](NC(C)C)(C)[CH3:30].C([Si](C)(C)C)#C.C(=O)([O-])[O-].[K+].[K+]. The catalyst is CN(C=O)C.C(OCC)(=O)C.Cl[Pd](Cl)([P](C1C=CC=CC=1)(C1C=CC=CC=1)C1C=CC=CC=1)[P](C1C=CC=CC=1)(C1C=CC=CC=1)C1C=CC=CC=1.[Cu]I. The product is [C:25]([C:8]1[CH:7]=[N:6][N:5]2[CH:28]=[C:2]([C:29]#[CH:30])[CH:3]=[C:4]2[C:9]=1[NH:10][C@H:11]1[C@@H:15]([CH2:16][CH3:17])[CH2:14][N:13]([C:18]([O:20][C:21]([CH3:24])([CH3:22])[CH3:23])=[O:19])[CH2:12]1)(=[O:27])[NH2:26]. The yield is 0.567.